From a dataset of Catalyst prediction with 721,799 reactions and 888 catalyst types from USPTO. Predict which catalyst facilitates the given reaction. (1) Reactant: [OH-].[Na+].[Cl:3][C:4]1[C:5]([C:13]2[CH:18]=[CH:17][C:16]([Cl:19])=[CH:15][C:14]=2[Cl:20])=[N:6][S:7][C:8]=1[C:9]([O:11]C)=[O:10]. Product: [Cl:3][C:4]1[C:5]([C:13]2[CH:18]=[CH:17][C:16]([Cl:19])=[CH:15][C:14]=2[Cl:20])=[N:6][S:7][C:8]=1[C:9]([OH:11])=[O:10]. The catalyst class is: 72. (2) Reactant: [Br:1][C:2]1[C:3]([CH3:9])=[CH:4][C:5]([NH2:8])=[N:6][CH:7]=1.[I:10]N1C(=O)CCC1=O.FC(F)(F)C(O)=O.N. Product: [Br:1][C:2]1[C:3]([CH3:9])=[C:4]([I:10])[C:5]([NH2:8])=[N:6][CH:7]=1. The catalyst class is: 15. (3) Reactant: Cl.Cl.[NH2:3][CH2:4][CH:5]1[CH2:8][N:7]([C:9]2[C:19]([C:20]#[N:21])=[CH:18][C:12]([C:13]([O:15][CH2:16][CH3:17])=[O:14])=[C:11]([CH3:22])[N:10]=2)[CH2:6]1.[CH2:23]([N:30]=[C:31]=[O:32])[C:24]1[CH:29]=[CH:28][CH:27]=[CH:26][CH:25]=1.CCN(C(C)C)C(C)C. Product: [CH2:23]([NH:30][C:31]([NH:3][CH2:4][CH:5]1[CH2:8][N:7]([C:9]2[C:19]([C:20]#[N:21])=[CH:18][C:12]([C:13]([O:15][CH2:16][CH3:17])=[O:14])=[C:11]([CH3:22])[N:10]=2)[CH2:6]1)=[O:32])[C:24]1[CH:29]=[CH:28][CH:27]=[CH:26][CH:25]=1. The catalyst class is: 2. (4) Reactant: [CH3:1][O:2][C:3]1[CH:4]=[C:5]2[C:10](=[CH:11][CH:12]=1)[CH:9]=[C:8]([OH:13])[CH:7]=[CH:6]2.C(=O)([O-])[O-].[Cs+].[Cs+].[Br:20][CH:21](Br)[CH3:22]. Product: [Br:20][CH2:21][CH2:22][O:13][C:8]1[CH:7]=[CH:6][C:5]2[C:10](=[CH:11][CH:12]=[C:3]([O:2][CH3:1])[CH:4]=2)[CH:9]=1. The catalyst class is: 3. (5) Reactant: [C:1]([O:5][C:6]([N:8]1[CH2:13][CH2:12][CH:11]([N:14]2[CH2:18][CH2:17][CH:16]([CH2:19][C:20]3[C:25]([Cl:26])=[CH:24][C:23](OS(C(F)(F)F)(=O)=O)=[CH:22][C:21]=3[Cl:35])[C:15]2=[O:36])[CH2:10][CH2:9]1)=[O:7])([CH3:4])([CH3:3])[CH3:2].[CH3:37][O:38][C:39]([C:41]1[CH:46]=[CH:45][C:44](B(O)O)=[CH:43][CH:42]=1)=[O:40].C([O-])([O-])=O.[K+].[K+]. Product: [C:1]([O:5][C:6]([N:8]1[CH2:9][CH2:10][CH:11]([N:14]2[CH2:18][CH2:17][C@@H:16]([CH2:19][C:20]3[C:25]([Cl:26])=[CH:24][C:23]([C:44]4[CH:45]=[CH:46][C:41]([C:39]([O:38][CH3:37])=[O:40])=[CH:42][CH:43]=4)=[CH:22][C:21]=3[Cl:35])[C:15]2=[O:36])[CH2:12][CH2:13]1)=[O:7])([CH3:3])([CH3:4])[CH3:2]. The catalyst class is: 104. (6) The catalyst class is: 12. Reactant: [NH2:1][C:2]1[C:3]2[N:4]([C:8]([C@@H:12]3[CH2:20][CH2:19][C@@H:18]4[N:14]([C:15](=[O:21])[CH2:16][CH2:17]4)[CH2:13]3)=[N:9][C:10]=2Br)[CH:5]=[CH:6][N:7]=1.[CH3:22][O:23][C:24]1[CH:29]=[C:28]([C:30](=[O:42])[NH:31][C:32]2[CH:37]=[C:36]([C:38]([F:41])([F:40])[F:39])[CH:35]=[CH:34][N:33]=2)[CH:27]=[CH:26][C:25]=1[B-](F)(F)F.[K+].C([O-])([O-])=O.[K+].[K+]. Product: [NH2:1][C:2]1[C:3]2[N:4]([C:8]([C@@H:12]3[CH2:20][CH2:19][C@@H:18]4[N:14]([C:15](=[O:21])[CH2:16][CH2:17]4)[CH2:13]3)=[N:9][C:10]=2[C:25]2[CH:26]=[CH:27][C:28]([C:30]([NH:31][C:32]3[CH:37]=[C:36]([C:38]([F:41])([F:39])[F:40])[CH:35]=[CH:34][N:33]=3)=[O:42])=[CH:29][C:24]=2[O:23][CH3:22])[CH:5]=[CH:6][N:7]=1.